Binary Classification. Given a miRNA mature sequence and a target amino acid sequence, predict their likelihood of interaction. From a dataset of Experimentally validated miRNA-target interactions with 360,000+ pairs, plus equal number of negative samples. (1) The miRNA is hsa-miR-6778-3p with sequence UGCCUCCCUGACAUUCCACAG. The protein sequence of the target gene is MRLGSGTFATCCVAIEVLGIAVFLRGFFPAPVRSSARAEHGAEPPAPEPSAGASSNWTTLPPPLFSKVVIVLIDALRDDFVFGSKGVKFMPYTTYLVEKGASHSFVAEAKPPTVTMPRIKALMTGSLPGFVDVIRNLNSPALLEDSVIRQAKAAGKRIVFYGDETWVKLFPKHFVEYDGTTSFFVSDYTEVDNNVTRHLDKVLKRGDWDILILHYLGLDHIGHISGPNSPLIGQKLSEMDSVLMKIHTSLQSKERETPLPNLLVLCGDHGMSETGSHGASSTEEVNTPLILISSAFERKP.... Result: 1 (interaction). (2) The protein sequence of the target gene is MPEPSKSAPAPKKGSKKAVTKAQKKDGKKRKRSRKESYSVYVYKVLKQVHPDTGISSKAMGIMNSFVNDIFERIAGEASRLAHYNKRSTITSREIQTAVRLLLPGELAKHAVSEGTKAVTKYTSSK. Result: 1 (interaction). The miRNA is hsa-miR-139-3p with sequence UGGAGACGCGGCCCUGUUGGAGU.